From a dataset of Catalyst prediction with 721,799 reactions and 888 catalyst types from USPTO. Predict which catalyst facilitates the given reaction. (1) Reactant: [CH3:1][O:2][C:3]([C:5]1[C:6]([OH:30])=[C:7]2[C:12](=[C:13](Br)[N:14]=1)[N:11]([CH2:16][C:17]1[CH:22]=[CH:21][CH:20]=[CH:19][CH:18]=1)[C:10](=[O:23])[C:9]([C:24]1[CH:29]=[CH:28][CH:27]=[CH:26][CH:25]=1)=[CH:8]2)=[O:4].[Cl:31][C:32]1[CH:33]=[N:34][CH:35]=[C:36]([Sn](CCCC)(CCCC)CCCC)[CH:37]=1.CCOC(C)=O.Cl. Product: [CH3:1][O:2][C:3]([C:5]1[C:6]([OH:30])=[C:7]2[C:12](=[C:13]([C:36]3[CH:35]=[N:34][CH:33]=[C:32]([Cl:31])[CH:37]=3)[N:14]=1)[N:11]([CH2:16][C:17]1[CH:22]=[CH:21][CH:20]=[CH:19][CH:18]=1)[C:10](=[O:23])[C:9]([C:24]1[CH:29]=[CH:28][CH:27]=[CH:26][CH:25]=1)=[CH:8]2)=[O:4]. The catalyst class is: 510. (2) Reactant: Br[C:2]1[CH:16]=[C:15]([CH2:17][N:18]([CH3:30])[S:19]([C:22]2[CH:27]=[CH:26][C:25]([F:28])=[C:24]([Cl:29])[CH:23]=2)(=[O:21])=[O:20])[CH:14]=[CH:13][C:3]=1[O:4][CH2:5][C:6]([O:8][C:9]([CH3:12])([CH3:11])[CH3:10])=[O:7].[F:31][C:32]1[CH:33]=[C:34](B(O)O)[CH:35]=[C:36]([O:38][CH3:39])[CH:37]=1.C(=O)([O-])[O-].[K+].[K+]. The catalyst class is: 38. Product: [F:31][C:32]1[CH:33]=[C:34]([C:2]2[CH:16]=[C:15]([CH2:17][N:18]([CH3:30])[S:19]([C:22]3[CH:27]=[CH:26][C:25]([F:28])=[C:24]([Cl:29])[CH:23]=3)(=[O:21])=[O:20])[CH:14]=[CH:13][C:3]=2[O:4][CH2:5][C:6]([O:8][C:9]([CH3:12])([CH3:11])[CH3:10])=[O:7])[CH:35]=[C:36]([O:38][CH3:39])[CH:37]=1. (3) Reactant: C([O:4][CH2:5][C:6]([NH:8][C:9]1[CH:10]=[C:11]2[C:16](=[CH:17][CH:18]=1)[N:15]=[C:14]([CH2:19][C:20]1[CH:25]=[CH:24][C:23]([Cl:26])=[C:22]([Cl:27])[CH:21]=1)[NH:13][C:12]2=[O:28])=[O:7])(=O)C.[Li+].[OH-]. Product: [Cl:27][C:22]1[CH:21]=[C:20]([CH:25]=[CH:24][C:23]=1[Cl:26])[CH2:19][C:14]1[NH:13][C:12](=[O:28])[C:11]2[C:16](=[CH:17][CH:18]=[C:9]([NH:8][C:6](=[O:7])[CH2:5][OH:4])[CH:10]=2)[N:15]=1. The catalyst class is: 5.